This data is from Catalyst prediction with 721,799 reactions and 888 catalyst types from USPTO. The task is: Predict which catalyst facilitates the given reaction. (1) Product: [O:1]=[C:2]1[NH:7][C:6]([CH2:8][CH2:9][C:10]([O:12][C:13]([CH3:16])([CH3:15])[CH3:14])=[O:11])=[N:5][C:4]2[NH:17][CH2:18][CH2:19][CH2:20][C:3]1=2. The catalyst class is: 687. Reactant: [O:1]=[C:2]1[NH:7][C:6]([CH2:8][CH2:9][C:10]([O:12][C:13]([CH3:16])([CH3:15])[CH3:14])=[O:11])=[N:5][C:4]2[N:17]=[CH:18][CH:19]=[CH:20][C:3]1=2. (2) Reactant: Cl.Cl.[CH:3]1([CH2:6][O:7][CH2:8][CH2:9][N:10]2[C:14]3[CH:15]=[CH:16][CH:17]=[CH:18][C:13]=3[N:12]=[C:11]2[N:19]2[CH2:25][CH2:24][CH2:23][NH:22][CH2:21][CH2:20]2)[CH2:5][CH2:4]1.C([O-])(O)=O.[Na+]. Product: [CH:3]1([CH2:6][O:7][CH2:8][CH2:9][N:10]2[C:14]3[CH:15]=[CH:16][CH:17]=[CH:18][C:13]=3[N:12]=[C:11]2[N:19]2[CH2:25][CH2:24][CH2:23][NH:22][CH2:21][CH2:20]2)[CH2:4][CH2:5]1. The catalyst class is: 4.